Task: Predict the reactants needed to synthesize the given product.. Dataset: Full USPTO retrosynthesis dataset with 1.9M reactions from patents (1976-2016) (1) Given the product [CH:3]1[C:2]2[C:7]3[C:8](=[C:22]([B:12]([OH:17])[OH:13])[C:21]4[CH:1]=[CH:2][CH:3]=[CH:4][C:20]=4[CH:24]=3)[CH:9]=[CH:10][C:1]=2[CH:6]=[CH:5][CH:4]=1, predict the reactants needed to synthesize it. The reactants are: [CH3:1][CH2:2][CH2:3][CH2:4][CH2:5][CH3:6].[CH2:7]([Li])[CH2:8][CH2:9][CH3:10].[B:12]([O:17]C)(OC)[O:13]C.Cl.[CH2:20]1[CH2:24]O[CH2:22][CH2:21]1. (2) Given the product [Br:12][CH2:13][C:14]([N:8]1[CH2:7][CH2:6][C:5]2([O:1][C:2](=[O:11])[NH:3][CH2:4]2)[CH2:10][CH2:9]1)=[O:15], predict the reactants needed to synthesize it. The reactants are: [O:1]1[C:5]2([CH2:10][CH2:9][NH:8][CH2:7][CH2:6]2)[CH2:4][NH:3][C:2]1=[O:11].[Br:12][CH2:13][C:14](Br)=[O:15].N1C=CC=CC=1.